Dataset: Reaction yield outcomes from USPTO patents with 853,638 reactions. Task: Predict the reaction yield, written as a fraction of the theoretical maximum amount of product (1.0 means a 100% yield; for example, 0.34 means a 34% yield). (1) The reactants are [F:1][C:2]1[CH:20]=[C:19]([N+:21]([O-])=O)[CH:18]=[CH:17][C:3]=1[O:4][C:5]1[C:10]2=[C:11]([CH3:16])[C:12]([O:14][CH3:15])=[CH:13][N:9]2[N:8]=[CH:7][N:6]=1.CO.[NH4+].[Cl-]. The catalyst is C1COCC1.[Zn]. The product is [F:1][C:2]1[CH:20]=[C:19]([NH2:21])[CH:18]=[CH:17][C:3]=1[O:4][C:5]1[C:10]2=[C:11]([CH3:16])[C:12]([O:14][CH3:15])=[CH:13][N:9]2[N:8]=[CH:7][N:6]=1. The yield is 0.500. (2) The reactants are [CH2:1]([O:3][C:4](=[O:21])[C:5]([CH:7]1[C:12](=O)[CH2:11][CH2:10][N:9]([C:14]([O:16][C:17]([CH3:20])([CH3:19])[CH3:18])=[O:15])[CH2:8]1)=O)[CH3:2].[NH2:22][NH2:23].O. The catalyst is CC(O)=O.CC(=O)OCC. The product is [NH:22]1[C:12]2[CH2:11][CH2:10][N:9]([C:14]([O:16][C:17]([CH3:20])([CH3:19])[CH3:18])=[O:15])[CH2:8][C:7]=2[C:5]([C:4]([O:3][CH2:1][CH3:2])=[O:21])=[N:23]1. The yield is 0.798. (3) The reactants are [Cl:1][C:2]1[CH:7]=[CH:6][C:5]([C:8]2[CH:13]=[C:12]([C:14]([F:17])([F:16])[F:15])[N:11]3[N:18]=[CH:19][C:20]([C:21]#[C:22][Si](C)(C)C)=[C:10]3[N:9]=2)=[CH:4][CH:3]=1.C([O-])([O-])=O.[K+].[K+]. The catalyst is C1COCC1.CO.CC(OC)(C)C. The product is [Cl:1][C:2]1[CH:7]=[CH:6][C:5]([C:8]2[CH:13]=[C:12]([C:14]([F:16])([F:15])[F:17])[N:11]3[N:18]=[CH:19][C:20]([C:21]#[CH:22])=[C:10]3[N:9]=2)=[CH:4][CH:3]=1. The yield is 0.450. (4) The reactants are [F:1][C:2]([F:20])([F:19])[C:3]([NH:5][C:6]1[CH:14]=[C:13]2[C:9]([CH:10]=[C:11](C(F)(F)F)[NH:12]2)=[CH:8][CH:7]=1)=[O:4].O.C([O-])([O-])=[O:23].[K+].[K+]. The catalyst is CO. The product is [F:1][C:2]([F:20])([F:19])[C:3]([OH:23])=[O:4].[F:1][C:2]([F:20])([F:19])[C:10]1[C:9]2[C:13](=[CH:14][C:6]([NH2:5])=[CH:7][CH:8]=2)[NH:12][CH:11]=1. The yield is 1.00. (5) The reactants are N(C(=CC1SC=C(F)C=1)C(OCC)=O)=[N+]=[N-].[N:17]([C:20](=[CH:26][C:27]1[S:28][C:29]([F:32])=[CH:30][CH:31]=1)[C:21]([O:23][CH2:24][CH3:25])=[O:22])=[N+]=[N-].CCOC(C)=O.CCCCCCC.COC1C=CC(C=O)=CC=1. The catalyst is C1(C)C=CC=C(C)C=1. The product is [F:32][C:29]1[S:28][C:27]2[CH:26]=[C:20]([C:21]([O:23][CH2:24][CH3:25])=[O:22])[NH:17][C:31]=2[CH:30]=1. The yield is 0.0300. (6) The reactants are P(Cl)(Cl)([Cl:3])=O.CN(C)C1C=CC=CC=1.[CH3:15][O:16][C:17]1[CH:18]=[C:19]2[C:24](=[CH:25][CH:26]=1)[N:23]=[N:22][CH:21]=[C:20]2O. No catalyst specified. The product is [CH3:15][O:16][C:17]1[CH:18]=[C:19]2[C:24](=[CH:25][CH:26]=1)[N:23]=[N:22][CH:21]=[C:20]2[Cl:3]. The yield is 0.590. (7) The reactants are [Cl:1][C:2]1[CH:3]=[CH:4][C:5]([O:24][CH:25]([F:27])[F:26])=[C:6]([C:8]2[N:12]([CH2:13][O:14][CH2:15][CH2:16][Si:17]([CH3:20])([CH3:19])[CH3:18])[N:11]=[CH:10][C:9]=2[N+:21]([O-])=O)[CH:7]=1.O.[Cl-].[NH4+]. The catalyst is C(O)C.[Fe]. The product is [Cl:1][C:2]1[CH:3]=[CH:4][C:5]([O:24][CH:25]([F:26])[F:27])=[C:6]([C:8]2[N:12]([CH2:13][O:14][CH2:15][CH2:16][Si:17]([CH3:20])([CH3:18])[CH3:19])[N:11]=[CH:10][C:9]=2[NH2:21])[CH:7]=1. The yield is 0.540. (8) The reactants are FC(F)(F)S(O[C:7]1[CH:12]=[CH:11][C:10]([N:13]2[CH:18]=[C:17]([O:19][CH3:20])[C:16](=[O:21])[C:15]([C:22]3[N:26]([C:27]4[CH:32]=[CH:31][CH:30]=[CH:29][CH:28]=4)[N:25]=[CH:24][CH:23]=3)=[N:14]2)=[C:9]([F:33])[CH:8]=1)(=O)=O.C(P(C(C)(C)C)[C:41]1C=[CH:45][CH:44]=[CH:43][C:42]=1[C:43]1[CH:44]=[CH:45]C=[CH:41][CH:42]=1)(C)(C)C.C[N:58](C=O)C. The catalyst is C([O-])(O)=O.[Na+].[Cu]I.CC([O-])=O.CC([O-])=O.[Pd+2]. The product is [F:33][C:9]1[CH:8]=[C:7]([C:45]2[CH:44]=[CH:43][CH:42]=[CH:41][N:58]=2)[CH:12]=[CH:11][C:10]=1[N:13]1[CH:18]=[C:17]([O:19][CH3:20])[C:16](=[O:21])[C:15]([C:22]2[N:26]([C:27]3[CH:32]=[CH:31][CH:30]=[CH:29][CH:28]=3)[N:25]=[CH:24][CH:23]=2)=[N:14]1. The yield is 0.400.